Predict the product of the given reaction. From a dataset of Forward reaction prediction with 1.9M reactions from USPTO patents (1976-2016). (1) Given the reactants Cl.Cl.[CH3:3][O:4][C:5]1[N:10]=[CH:9][C:8]([N:11]2[CH2:26][CH2:25][C:14]3[N:15]=[CH:16][N:17]=[C:18]([O:19][C@H:20]4[CH2:24][CH2:23][NH:22][CH2:21]4)[C:13]=3[CH2:12]2)=[CH:7][C:6]=1[C:27]([F:30])([F:29])[F:28].C(N(CC)CC)C.Cl.[CH3:39][N:40]1[CH2:45][CH2:44][N:43]([C:46](Cl)=[O:47])[CH2:42][CH2:41]1, predict the reaction product. The product is: [CH3:3][O:4][C:5]1[N:10]=[CH:9][C:8]([N:11]2[CH2:26][CH2:25][C:14]3[N:15]=[CH:16][N:17]=[C:18]([O:19][C@H:20]4[CH2:24][CH2:23][N:22]([C:46]([N:43]5[CH2:44][CH2:45][N:40]([CH3:39])[CH2:41][CH2:42]5)=[O:47])[CH2:21]4)[C:13]=3[CH2:12]2)=[CH:7][C:6]=1[C:27]([F:30])([F:28])[F:29]. (2) Given the reactants [Si:1]([O-:5])([O-:4])([O-:3])[O-:2].[Na+].[Na+].[Na+].[Na+].S([O-])([O-])(=O)=O.[Al+3:15].S([O-])([O-])(=O)=O.S([O-])([O-])(=O)=O.[Al+3].[OH-].[Na+].[N+]([O-])([O-])=O.[NH4+].[Na].[NH4+], predict the reaction product. The product is: [Si:1]([O-:5])([O-:4])([O-:3])[O-:2].[Al+3:15].[Si:1]([O-:5])([O-:4])([O-:3])[O-:2].[Si:1]([O-:5])([O-:4])([O-:3])[O-:2].[Al+3:15].[Al+3:15].[Al+3:15]. (3) Given the reactants [F:1][C:2]([F:18])([F:17])[C:3]1[CH:4]=[C:5]([CH2:13][C:14]([OH:16])=[O:15])[CH:6]=[C:7]([C:9]([F:12])([F:11])[F:10])[CH:8]=1.S(=O)(=O)(O)O.[CH3:24]O, predict the reaction product. The product is: [CH3:24][O:15][C:14](=[O:16])[CH2:13][C:5]1[CH:4]=[C:3]([C:2]([F:17])([F:18])[F:1])[CH:8]=[C:7]([C:9]([F:11])([F:12])[F:10])[CH:6]=1. (4) Given the reactants [CH3:1][N:2]1[C:7](=[S:8])[CH:6]=[C:5]([N:9]2[CH2:14][CH2:13][O:12][CH2:11][CH2:10]2)[N:4]=[C:3]1[CH2:15][C:16]([O-:18])=O.[Na+].Cl.CN(C)CCCN=C=NCC.[Cl:32][C:33]1[CH:41]=[CH:40][CH:39]=[C:38]2[C:34]=1[CH2:35][CH2:36][NH:37]2, predict the reaction product. The product is: [Cl:32][C:33]1[CH:41]=[CH:40][CH:39]=[C:38]2[C:34]=1[CH2:35][CH2:36][N:37]2[C:16](=[O:18])[CH2:15][C:3]1[N:2]([CH3:1])[C:7](=[S:8])[CH:6]=[C:5]([N:9]2[CH2:10][CH2:11][O:12][CH2:13][CH2:14]2)[N:4]=1. (5) Given the reactants [CH2:1]([O:3][C:4](=[O:22])[CH2:5][C:6]1[CH:11]=[CH:10][CH:9]=[C:8]([NH:12][C:13]([C:15]2[CH:20]=[CH:19][CH:18]=[C:17](Br)[N:16]=2)=[O:14])[CH:7]=1)[CH3:2].[C:23]1(B(O)O)[CH:28]=[CH:27][CH:26]=[CH:25][CH:24]=1, predict the reaction product. The product is: [CH2:1]([O:3][C:4](=[O:22])[CH2:5][C:6]1[CH:11]=[CH:10][CH:9]=[C:8]([NH:12][C:13]([C:15]2[CH:20]=[CH:19][CH:18]=[C:17]([C:23]3[CH:28]=[CH:27][CH:26]=[CH:25][CH:24]=3)[N:16]=2)=[O:14])[CH:7]=1)[CH3:2]. (6) The product is: [Br:1][C:2]1[C:3]2[CH:4]=[CH:5][C:6]3[N:7]([CH:15]=[C:16]([C:18]([O-:20])=[O:19])[N:17]=3)[C:8]=2[N:9]=[C:10]([CH:12]([CH3:14])[CH3:13])[CH:11]=1.[Li+:27]. Given the reactants [Br:1][C:2]1[C:3]2[CH:4]=[CH:5][C:6]3[N:7]([CH:15]=[C:16]([C:18]([O:20]CC)=[O:19])[N:17]=3)[C:8]=2[N:9]=[C:10]([CH:12]([CH3:14])[CH3:13])[CH:11]=1.CO.O.[OH-].[Li+:27], predict the reaction product. (7) Given the reactants [CH2:1]([NH:8][C@H:9]([CH:14]1[CH2:16][CH2:15]1)[C:10]([F:13])([F:12])[F:11])[C:2]1[CH:7]=[CH:6][CH:5]=[CH:4][CH:3]=1.N1C=CC=CC=1.[Br:23][CH2:24][C:25](Br)=[O:26], predict the reaction product. The product is: [CH2:1]([N:8]([C@H:9]([CH:14]1[CH2:16][CH2:15]1)[C:10]([F:13])([F:12])[F:11])[C:25](=[O:26])[CH2:24][Br:23])[C:2]1[CH:7]=[CH:6][CH:5]=[CH:4][CH:3]=1. (8) Given the reactants [C:14]1(P([C:14]2[CH:19]=[CH:18][CH:17]=[CH:16][CH:15]=2)[C:14]2[CH:19]=[CH:18][CH:17]=[CH:16][CH:15]=2)[CH:19]=[CH:18][CH:17]=[CH:16][CH:15]=1.CCOC(/N=N/C([O:29][CH2:30][CH3:31])=O)=O.[CH2:32]=[C:33]([CH2:36][OH:37])[CH2:34][OH:35], predict the reaction product. The product is: [O:29]([C:14]1[CH:15]=[CH:16][C:17]([O:35][CH2:34][C:33](=[CH2:32])[CH2:36][OH:37])=[CH:18][CH:19]=1)[C:30]1[CH:31]=[CH:16][CH:15]=[CH:14][CH:19]=1. (9) Given the reactants [CH2:1]([O:3][C:4](=[O:30])[C:5]([N:8]([C:20](=[O:29])[C:21]1[CH:26]=[C:25]([CH3:27])[CH:24]=[C:23]([CH3:28])[CH:22]=1)[NH:9]C(OCC1C=CC=CC=1)=O)([CH3:7])[CH3:6])[CH3:2].CCN(CC)CC.[SiH](CC)(CC)CC, predict the reaction product. The product is: [CH2:1]([O:3][C:4](=[O:30])[C:5]([N:8]([C:20](=[O:29])[C:21]1[CH:22]=[C:23]([CH3:28])[CH:24]=[C:25]([CH3:27])[CH:26]=1)[NH2:9])([CH3:7])[CH3:6])[CH3:2].